This data is from NCI-60 drug combinations with 297,098 pairs across 59 cell lines. The task is: Regression. Given two drug SMILES strings and cell line genomic features, predict the synergy score measuring deviation from expected non-interaction effect. (1) Drug 1: CCC1(CC2CC(C3=C(CCN(C2)C1)C4=CC=CC=C4N3)(C5=C(C=C6C(=C5)C78CCN9C7C(C=CC9)(C(C(C8N6C)(C(=O)OC)O)OC(=O)C)CC)OC)C(=O)OC)O.OS(=O)(=O)O. Drug 2: CCC1=C2CN3C(=CC4=C(C3=O)COC(=O)C4(CC)O)C2=NC5=C1C=C(C=C5)O. Cell line: OVCAR-8. Synergy scores: CSS=24.3, Synergy_ZIP=0.153, Synergy_Bliss=3.39, Synergy_Loewe=-11.0, Synergy_HSA=-2.53. (2) Cell line: A549. Drug 2: CC(C)CN1C=NC2=C1C3=CC=CC=C3N=C2N. Drug 1: CC(C)(C#N)C1=CC(=CC(=C1)CN2C=NC=N2)C(C)(C)C#N. Synergy scores: CSS=2.50, Synergy_ZIP=-2.65, Synergy_Bliss=-4.60, Synergy_Loewe=-4.66, Synergy_HSA=-4.66. (3) Drug 1: COC1=C(C=C2C(=C1)N=CN=C2NC3=CC(=C(C=C3)F)Cl)OCCCN4CCOCC4. Drug 2: CC(C)CN1C=NC2=C1C3=CC=CC=C3N=C2N. Cell line: HT29. Synergy scores: CSS=30.0, Synergy_ZIP=0.498, Synergy_Bliss=1.50, Synergy_Loewe=0.219, Synergy_HSA=-0.569. (4) Drug 1: CCC1=CC2CC(C3=C(CN(C2)C1)C4=CC=CC=C4N3)(C5=C(C=C6C(=C5)C78CCN9C7C(C=CC9)(C(C(C8N6C)(C(=O)OC)O)OC(=O)C)CC)OC)C(=O)OC.C(C(C(=O)O)O)(C(=O)O)O. Drug 2: C1CN1P(=S)(N2CC2)N3CC3. Cell line: SNB-75. Synergy scores: CSS=21.8, Synergy_ZIP=-5.51, Synergy_Bliss=-6.44, Synergy_Loewe=-4.61, Synergy_HSA=-4.51.